Predict the product of the given reaction. From a dataset of Forward reaction prediction with 1.9M reactions from USPTO patents (1976-2016). (1) Given the reactants C(NC(C)C)(C)C.[Li+].CCC[CH2-].OC1C(O)([C:21]2[S:22][C:23]([C:26]3[CH:31]=[C:30]([NH:32][C:33]4[N:38]=[C:37]([C:39]([F:42])([F:41])[F:40])[CH:36]=[CH:35][N:34]=4)[CH:29]=[C:28]([CH3:43])[CH:27]=3)=[CH:24][N:25]=2)CCNC(=O)C1.[O:46]1[C:50]2([CH2:55][CH2:54][C:53](=[N:56][S:57]([C:59]([CH3:62])([CH3:61])[CH3:60])=[O:58])[CH2:52][CH2:51]2)[O:49][CH2:48][CH2:47]1, predict the reaction product. The product is: [CH3:60][C:59]([S:57]([NH:56][C:53]1([C:21]2[S:22][C:23]([C:26]3[CH:31]=[C:30]([NH:32][C:33]4[N:38]=[C:37]([C:39]([F:42])([F:41])[F:40])[CH:36]=[CH:35][N:34]=4)[CH:29]=[C:28]([CH3:43])[CH:27]=3)=[CH:24][N:25]=2)[CH2:52][CH2:51][C:50]2([O:49][CH2:48][CH2:47][O:46]2)[CH2:55][CH2:54]1)=[O:58])([CH3:62])[CH3:61]. (2) The product is: [Cl:6][C:7]1[CH:8]=[CH:9][C:10]([S:13]([C:16]([C:21]2[CH:26]=[C:25]([F:27])[CH:24]=[CH:23][C:22]=2[F:28])([CH3:2])[C@H:17]([CH3:20])[CH2:18][OH:19])(=[O:15])=[O:14])=[CH:11][CH:12]=1. Given the reactants N1C=CN=[CH:2]1.[Cl:6][C:7]1[CH:12]=[CH:11][C:10]([S:13]([C@H:16]([C:21]2[CH:26]=[C:25]([F:27])[CH:24]=[CH:23][C:22]=2[F:28])[C@H:17]([CH3:20])[CH2:18][OH:19])(=[O:15])=[O:14])=[CH:9][CH:8]=1.[Si](Cl)(C(C)(C)C)(C)C.[H-].[Na+].CI.[F-].C([N+](CCCC)(CCCC)CCCC)CCC, predict the reaction product. (3) Given the reactants C(OC([N:8]1[CH2:13][CH2:12][N:11]([C:14]2[CH:23]=[C:22]3[C:17]([CH:18]=[CH:19][N:20]([CH2:25][CH2:26][OH:27])[C:21]3=[O:24])=[CH:16][CH:15]=2)[CH2:10][CH2:9]1)=O)(C)(C)C, predict the reaction product. The product is: [OH:27][CH2:26][CH2:25][N:20]1[CH:19]=[CH:18][C:17]2[C:22](=[CH:23][C:14]([N:11]3[CH2:12][CH2:13][NH:8][CH2:9][CH2:10]3)=[CH:15][CH:16]=2)[C:21]1=[O:24]. (4) Given the reactants C([O:3][C:4]([C:6]1([NH:19][C:20](=[O:32])[C:21]2[CH:26]=[CH:25][CH:24]=[C:23]([CH3:27])[C:22]=2[O:28][CH:29]([CH3:31])[CH3:30])[CH2:14][C:13]2[C:8](=[CH:9][CH:10]=[C:11]([C:15]([F:18])([F:17])[F:16])[CH:12]=2)[CH2:7]1)=[O:5])C.[OH-].[K+].O, predict the reaction product. The product is: [CH:29]([O:28][C:22]1[C:23]([CH3:27])=[CH:24][CH:25]=[CH:26][C:21]=1[C:20]([NH:19][C:6]1([C:4]([OH:5])=[O:3])[CH2:14][C:13]2[C:8](=[CH:9][CH:10]=[C:11]([C:15]([F:18])([F:17])[F:16])[CH:12]=2)[CH2:7]1)=[O:32])([CH3:31])[CH3:30]. (5) Given the reactants [OH:1][C:2]1([C:8]2([C:23]#[N:24])[C:18]3[CH:17]=[C:16]4[C:12]([CH2:13][CH2:14][N:15]4[S:19]([CH3:22])(=[O:21])=[O:20])=[CH:11][C:10]=3[CH2:9]2)[CH2:7][CH2:6][CH2:5][CH2:4][CH2:3]1, predict the reaction product. The product is: [NH2:24][CH2:23][C:8]1([C:2]2([OH:1])[CH2:3][CH2:4][CH2:5][CH2:6][CH2:7]2)[C:18]2[CH:17]=[C:16]3[C:12]([CH2:13][CH2:14][N:15]3[S:19]([CH3:22])(=[O:21])=[O:20])=[CH:11][C:10]=2[CH2:9]1.